This data is from Peptide-MHC class II binding affinity with 134,281 pairs from IEDB. The task is: Regression. Given a peptide amino acid sequence and an MHC pseudo amino acid sequence, predict their binding affinity value. This is MHC class II binding data. (1) The peptide sequence is DFLELLRYLAVELLP. The MHC is DRB1_0301 with pseudo-sequence DRB1_0301. The binding affinity (normalized) is 0.0376. (2) The peptide sequence is SQDLELSWYLNGLQAY. The MHC is HLA-DQA10101-DQB10501 with pseudo-sequence HLA-DQA10101-DQB10501. The binding affinity (normalized) is 0.935. (3) The peptide sequence is QPGVDIIEGPVKNVA. The MHC is DRB1_0301 with pseudo-sequence DRB1_0301. The binding affinity (normalized) is 0.113.